Dataset: Peptide-MHC class I binding affinity with 185,985 pairs from IEDB/IMGT. Task: Regression. Given a peptide amino acid sequence and an MHC pseudo amino acid sequence, predict their binding affinity value. This is MHC class I binding data. (1) The peptide sequence is RPQLGVGDV. The MHC is HLA-B07:02 with pseudo-sequence HLA-B07:02. The binding affinity (normalized) is 0.451. (2) The binding affinity (normalized) is 0. The MHC is HLA-A24:02 with pseudo-sequence HLA-A24:02. The peptide sequence is YWPLNDYGF.